Dataset: Full USPTO retrosynthesis dataset with 1.9M reactions from patents (1976-2016). Task: Predict the reactants needed to synthesize the given product. (1) Given the product [CH:54]1([CH2:47][CH2:48][C:49]2[N:8]([C:9]3[CH:10]=[CH:11][C:12]([CH2:13][CH2:14][NH:15][CH2:16][C@H:45]([OH:44])[CH2:46][O:40][C:25]4[CH:29]=[CH:28][C:32]([OH:33])=[CH:31][CH:30]=4)=[CH:23][CH:24]=3)[C:3]3=[N:4][CH:5]=[CH:6][CH:7]=[C:2]3[N:1]=2)[CH2:58][CH2:57][CH2:56][CH2:55]1, predict the reactants needed to synthesize it. The reactants are: [NH2:1][C:2]1[C:3]([NH:8][C:9]2[CH:24]=[CH:23][C:12]([CH2:13][CH2:14][NH:15][C:16](=O)OC(C)(C)C)=[CH:11][CH:10]=2)=[N:4][CH:5]=[CH:6][CH:7]=1.[CH:25]1([CH2:30][CH2:31][C:32](Cl)=[O:33])[CH2:29][CH2:28]CC1.C(Cl)(Cl)Cl.C[OH:40].C([O:44][CH2:45][CH3:46])(=O)C.[CH3:47][CH2:48][CH2:49]CCC.N1[CH:58]=[CH:57][CH:56]=[CH:55][CH:54]=1. (2) Given the product [CH3:1][O:2][C:3]1[CH:4]=[CH:5][C:6]2[S:11](=[O:13])(=[O:12])[NH:10][NH:9][CH2:8][C:7]=2[CH:14]=1, predict the reactants needed to synthesize it. The reactants are: [CH3:1][O:2][C:3]1[CH:4]=[CH:5][C:6]2[S:11](=[O:13])(=[O:12])[NH:10][N:9]=[CH:8][C:7]=2[CH:14]=1. (3) Given the product [NH2:1][C:2]1[N:7]=[C:6]([NH:29][CH2:28][C:22]2[C:21]([CH3:20])=[CH:26][C:25]([CH3:27])=[CH:24][N:23]=2)[C:5]([C:11]#[N:12])=[C:4]([N:13]2[CH:17]=[CH:16][CH:15]=[N:14]2)[N:3]=1, predict the reactants needed to synthesize it. The reactants are: [NH2:1][C:2]1[N:7]=[C:6](S(C)=O)[C:5]([C:11]#[N:12])=[C:4]([N:13]2[CH:17]=[CH:16][CH:15]=[N:14]2)[N:3]=1.Cl.Cl.[CH3:20][C:21]1[C:22]([CH2:28][NH2:29])=[N:23][CH:24]=[C:25]([CH3:27])[CH:26]=1.C1CCN2C(=NCCC2)CC1.